From a dataset of Full USPTO retrosynthesis dataset with 1.9M reactions from patents (1976-2016). Predict the reactants needed to synthesize the given product. Given the product [N:12]1[C:11]2[NH:15][CH:16]=[CH:17][C:10]=2[C:9]([NH:8][C@@H:4]2[CH2:3][C@H:2]([F:1])[CH2:7][N:6]([C:18](=[O:21])[CH:19]=[CH2:20])[CH2:5]2)=[N:14][CH:13]=1, predict the reactants needed to synthesize it. The reactants are: [F:1][C@@H:2]1[CH2:7][NH:6][CH2:5][C@H:4]([NH:8][C:9]2[C:10]3[CH:17]=[CH:16][NH:15][C:11]=3[N:12]=[CH:13][N:14]=2)[CH2:3]1.[C:18](Cl)(=[O:21])[CH:19]=[CH2:20].C(Cl)Cl.CO.